From a dataset of NCI-60 drug combinations with 297,098 pairs across 59 cell lines. Regression. Given two drug SMILES strings and cell line genomic features, predict the synergy score measuring deviation from expected non-interaction effect. (1) Drug 1: C1C(C(OC1N2C=NC3=C(N=C(N=C32)Cl)N)CO)O. Drug 2: CC(C)CN1C=NC2=C1C3=CC=CC=C3N=C2N. Cell line: UO-31. Synergy scores: CSS=43.1, Synergy_ZIP=-1.54, Synergy_Bliss=-2.68, Synergy_Loewe=-1.82, Synergy_HSA=-0.698. (2) Drug 1: CCC1=C2CN3C(=CC4=C(C3=O)COC(=O)C4(CC)O)C2=NC5=C1C=C(C=C5)O. Drug 2: C1C(C(OC1N2C=NC3=C2NC=NCC3O)CO)O. Cell line: HT29. Synergy scores: CSS=35.1, Synergy_ZIP=-2.90, Synergy_Bliss=1.30, Synergy_Loewe=-21.4, Synergy_HSA=2.49. (3) Drug 1: C#CCC(CC1=CN=C2C(=N1)C(=NC(=N2)N)N)C3=CC=C(C=C3)C(=O)NC(CCC(=O)O)C(=O)O. Drug 2: C(CC(=O)O)C(=O)CN.Cl. Cell line: HOP-62. Synergy scores: CSS=15.2, Synergy_ZIP=-5.07, Synergy_Bliss=-3.92, Synergy_Loewe=-7.61, Synergy_HSA=-8.91.